From a dataset of CYP3A4 inhibition data for predicting drug metabolism from PubChem BioAssay. Regression/Classification. Given a drug SMILES string, predict its absorption, distribution, metabolism, or excretion properties. Task type varies by dataset: regression for continuous measurements (e.g., permeability, clearance, half-life) or binary classification for categorical outcomes (e.g., BBB penetration, CYP inhibition). Dataset: cyp3a4_veith. The molecule is Cc1cc(C(F)F)n2ncc(C(=O)NCc3ccccc3C(F)(F)F)c2n1. The result is 0 (non-inhibitor).